Dataset: Full USPTO retrosynthesis dataset with 1.9M reactions from patents (1976-2016). Task: Predict the reactants needed to synthesize the given product. (1) Given the product [Cl:1][C:2]1[CH:3]=[CH:4][C:5]([NH:6][C:7]2[C:16]3[C:11](=[CH:12][CH:13]=[CH:14][CH:15]=3)[C:10]([CH:17]([C:18]3[CH:23]=[CH:22][N:21]=[CH:20][CH:19]=3)[OH:24])=[N:9][N:8]=2)=[CH:33][CH:34]=1, predict the reactants needed to synthesize it. The reactants are: [Cl:1][C:2]1[CH:34]=[CH:33][C:5]([NH:6][C:7]2[C:16]3[C:11](=[CH:12][CH:13]=[CH:14][CH:15]=3)[C:10]([CH:17]([O:24]C(=O)C3C=CC=CC=3)[C:18]3[CH:23]=[CH:22][N:21]=[CH:20][CH:19]=3)=[N:9][N:8]=2)=[CH:4][CH:3]=1.O.[OH-].[Li+]. (2) Given the product [CH3:1][C:2]([CH3:14])([CH3:13])[C:3]#[C:4][C:5]1[S:9][C:8]([C:10]([OH:12])=[O:11])=[C:7]([I:20])[CH:6]=1, predict the reactants needed to synthesize it. The reactants are: [CH3:1][C:2]([CH3:14])([CH3:13])[C:3]#[C:4][C:5]1[S:9][C:8]([C:10]([OH:12])=[O:11])=[CH:7][CH:6]=1.[Li]CCCC.[I:20]I. (3) Given the product [CH2:1]([O:15][CH2:16][CH:17]([OH:34])[CH2:18][O:19][CH2:20][CH2:21][CH2:22][CH2:23][CH2:24][CH2:25][CH2:26][CH2:27][CH2:28][CH2:29][CH2:30][CH2:31][CH2:32][CH3:33])[CH2:2][CH2:3][CH2:4][CH2:5][CH2:6][CH2:7][CH2:8][CH2:9][CH2:10][CH2:11][CH2:12][CH2:13][CH3:14], predict the reactants needed to synthesize it. The reactants are: [CH2:1]([O:15][CH2:16][C:17](=[O:34])[CH2:18][O:19][CH2:20][CH2:21][CH2:22][CH2:23][CH2:24][CH2:25][CH2:26][CH2:27][CH2:28][CH2:29][CH2:30][CH2:31][CH2:32][CH3:33])[CH2:2][CH2:3][CH2:4][CH2:5][CH2:6][CH2:7][CH2:8][CH2:9][CH2:10][CH2:11][CH2:12][CH2:13][CH3:14].[BH4-].[Na+].O. (4) Given the product [ClH:22].[F:20][C:2]([F:1])([F:21])[C:3]1[CH:4]=[CH:5][C:6]([CH:9]2[CH2:14][CH:13]([CH2:15][C:16]([O:18][CH3:19])=[O:17])[CH2:12][CH2:11][NH:10]2)=[CH:7][CH:8]=1, predict the reactants needed to synthesize it. The reactants are: [F:1][C:2]([F:21])([F:20])[C:3]1[CH:8]=[CH:7][C:6]([C:9]2[CH:14]=[C:13]([CH2:15][C:16]([O:18][CH3:19])=[O:17])[CH:12]=[CH:11][N:10]=2)=[CH:5][CH:4]=1.[ClH:22].